This data is from Full USPTO retrosynthesis dataset with 1.9M reactions from patents (1976-2016). The task is: Predict the reactants needed to synthesize the given product. (1) Given the product [O:10]=[C:8]1[N:7]([C:11]2[CH:12]=[CH:13][C:14]3[S:19][CH2:18][C:17](=[O:20])[NH:16][C:15]=3[CH:21]=2)[CH2:6][C@@H:5]([CH2:4][CH2:3][CH2:2][NH:1][C:28](=[O:29])[C:27]2[CH:33]=[CH:34][CH:35]=[CH:36][C:26]=2[NH:25][CH2:22][CH2:23][CH3:24])[O:9]1, predict the reactants needed to synthesize it. The reactants are: [NH2:1][CH2:2][CH2:3][CH2:4][C@H:5]1[O:9][C:8](=[O:10])[N:7]([C:11]2[CH:12]=[CH:13][C:14]3[S:19][CH2:18][C:17](=[O:20])[NH:16][C:15]=3[CH:21]=2)[CH2:6]1.[CH2:22]([N:25]1C(=O)O[C:28](=[O:29])[C:27]2=[CH:33][CH:34]=[CH:35][CH:36]=[C:26]12)[CH2:23][CH3:24]. (2) Given the product [CH3:21][O:20][C:18](=[O:19])[C:17]1[CH:22]=[CH:23][C:14]([CH2:13][O:11][C:8]2[CH:9]=[CH:10][C:5]([N+:2]([O-:4])=[O:3])=[CH:6][CH:7]=2)=[CH:15][CH:16]=1, predict the reactants needed to synthesize it. The reactants are: [K].[N+:2]([C:5]1[CH:10]=[CH:9][C:8]([OH:11])=[CH:7][CH:6]=1)([O-:4])=[O:3].Br[CH2:13][C:14]1[CH:23]=[CH:22][C:17]([C:18]([O:20][CH3:21])=[O:19])=[CH:16][CH:15]=1.O. (3) Given the product [CH2:1]([O:8][C:9]1[CH:14]=[C:13]([O:15][CH2:16][C:17]2[CH:22]=[CH:21][CH:20]=[CH:19][CH:18]=2)[C:12]([CH:23]([CH3:25])[CH3:24])=[CH:11][C:10]=1[C:26]1[O:30][N:29]=[C:28]([C:31]([NH:33][CH2:34][CH3:35])=[O:32])[C:27]=1[C:42]1[CH:43]=[N:44][N:45]([CH:47]([CH3:49])[CH3:48])[CH:46]=1)[C:2]1[CH:7]=[CH:6][CH:5]=[CH:4][CH:3]=1, predict the reactants needed to synthesize it. The reactants are: [CH2:1]([O:8][C:9]1[CH:14]=[C:13]([O:15][CH2:16][C:17]2[CH:22]=[CH:21][CH:20]=[CH:19][CH:18]=2)[C:12]([CH:23]([CH3:25])[CH3:24])=[CH:11][C:10]=1[C:26]1[O:30][N:29]=[C:28]([C:31]([NH:33][CH2:34][CH3:35])=[O:32])[C:27]=1I)[C:2]1[CH:7]=[CH:6][CH:5]=[CH:4][CH:3]=1.C([Sn](CCCC)(CCCC)[C:42]1[CH:43]=[N:44][N:45]([CH:47]([CH3:49])[CH3:48])[CH:46]=1)CCC. (4) The reactants are: [CH3:1][O:2][C:3]1[CH:12]=[CH:11][C:10]2[NH:9][C:8](=[O:13])[C:7]3[S:14][CH:15]=[CH:16][C:6]=3[C:5]=2[C:4]=1[C:17]1[CH:31]=[CH:30][C:20]([CH2:21][NH:22][C:23](=[O:29])[O:24][C:25]([CH3:28])([CH3:27])[CH3:26])=[CH:19][CH:18]=1.[Cl:32]N1C(=O)CCC1=O. Given the product [Cl:32][C:11]1[C:10]2[NH:9][C:8](=[O:13])[C:7]3[S:14][CH:15]=[CH:16][C:6]=3[C:5]=2[C:4]([C:17]2[CH:31]=[CH:30][C:20]([CH2:21][NH:22][C:23](=[O:29])[O:24][C:25]([CH3:28])([CH3:26])[CH3:27])=[CH:19][CH:18]=2)=[C:3]([O:2][CH3:1])[CH:12]=1, predict the reactants needed to synthesize it. (5) Given the product [NH2:27][C:26]1[C:21]([NH:20][C:16]2[CH:17]=[CH:18][CH:19]=[C:14]([NH:13][C:11]([C:2]3[CH:3]=[CH:4][C:5]4[C:10](=[CH:9][CH:8]=[CH:7][CH:6]=4)[CH:1]=3)=[O:12])[CH:15]=2)=[N:22][CH:23]=[CH:24][CH:25]=1, predict the reactants needed to synthesize it. The reactants are: [CH:1]1[C:10]2[C:5](=[CH:6][CH:7]=[CH:8][CH:9]=2)[CH:4]=[CH:3][C:2]=1[C:11]([NH:13][C:14]1[CH:15]=[C:16]([NH:20][C:21]2[C:26]([N+:27]([O-])=O)=[CH:25][CH:24]=[CH:23][N:22]=2)[CH:17]=[CH:18][CH:19]=1)=[O:12].Cl.C(=O)(O)[O-].[Na+].